This data is from Forward reaction prediction with 1.9M reactions from USPTO patents (1976-2016). The task is: Predict the product of the given reaction. (1) Given the reactants [F:1][C:2]([F:14])([F:13])[C:3]1[NH:4][CH:5]=[C:6]([C:8]([O:10][CH2:11][CH3:12])=[O:9])[N:7]=1.[CH3:15][Si:16]([CH2:19][CH2:20][O:21][CH2:22]Cl)([CH3:18])[CH3:17], predict the reaction product. The product is: [F:14][C:2]([F:1])([F:13])[C:3]1[N:4]([CH2:22][O:21][CH2:20][CH2:19][Si:16]([CH3:18])([CH3:17])[CH3:15])[CH:5]=[C:6]([C:8]([O:10][CH2:11][CH3:12])=[O:9])[N:7]=1. (2) Given the reactants [C:1]([C:3]1[CH:4]=[C:5]([CH:10]=[CH:11][C:12]=1[O:13][CH:14]([CH3:16])[CH3:15])[C:6]([O:8][CH3:9])=[O:7])#[N:2].[OH-].[Na+].FC(F)(F)C(OC1[C:29]([F:30])=[C:28]([F:31])[C:27]([F:32])=[C:26]([F:33])[C:25]=1[F:34])=O.C(N(CC)CC)C, predict the reaction product. The product is: [C:1]([C:3]1[CH:4]=[C:5]([CH:10]=[CH:11][C:12]=1[O:13][CH:14]([CH3:16])[CH3:15])[C:6]([O:8][C:9]1[C:29]([F:30])=[C:28]([F:31])[C:27]([F:32])=[C:26]([F:33])[C:25]=1[F:34])=[O:7])#[N:2]. (3) Given the reactants C(OC([NH:8][CH2:9][CH2:10][CH2:11][NH:12][C:13]([C:15]1[CH:16]=[C:17]([C:21]([OH:45])([C:39]2[CH:44]=[CH:43][CH:42]=[CH:41][CH:40]=2)[C:22]([O:24][CH2:25][CH:26]2[CH2:31][CH2:30][N:29]([CH2:32][C:33]3[CH:38]=[CH:37][CH:36]=[CH:35][CH:34]=3)[CH2:28][CH2:27]2)=[O:23])[CH:18]=[CH:19][CH:20]=1)=[O:14])=O)(C)(C)C.O1CCOCC1.Cl, predict the reaction product. The product is: [NH2:8][CH2:9][CH2:10][CH2:11][NH:12][C:13]([C:15]1[CH:16]=[C:17]([C:21]([OH:45])([C:39]2[CH:44]=[CH:43][CH:42]=[CH:41][CH:40]=2)[C:22]([O:24][CH2:25][CH:26]2[CH2:27][CH2:28][N:29]([CH2:32][C:33]3[CH:38]=[CH:37][CH:36]=[CH:35][CH:34]=3)[CH2:30][CH2:31]2)=[O:23])[CH:18]=[CH:19][CH:20]=1)=[O:14]. (4) Given the reactants [CH3:1][C:2]1[CH:9]=[CH:8][C:5]([CH:6]=O)=[CH:4][N:3]=1.[NH2:10][OH:11], predict the reaction product. The product is: [CH3:1][C:2]1[CH:9]=[CH:8][C:5]([CH:6]=[N:10][OH:11])=[CH:4][N:3]=1. (5) Given the reactants [NH2:1][CH2:2][C@H:3]1[CH2:12][CH2:11][C:10]2[C:5](=[CH:6][CH:7]=[CH:8][CH:9]=2)[O:4]1.[F:13][C:14]1[CH:19]=[CH:18][C:17]([C:20]2[CH:21]=[C:22]([CH:26]=O)[CH:23]=[N:24][CH:25]=2)=[CH:16][CH:15]=1.[H][H], predict the reaction product. The product is: [F:13][C:14]1[CH:15]=[CH:16][C:17]([C:20]2[CH:21]=[C:22]([CH2:26][NH:1][CH2:2][C@H:3]3[CH2:12][CH2:11][C:10]4[C:5](=[CH:6][CH:7]=[CH:8][CH:9]=4)[O:4]3)[CH:23]=[N:24][CH:25]=2)=[CH:18][CH:19]=1. (6) The product is: [Cl:19][CH:9]1[C:4](=[O:3])[CH2:5][CH2:6][N:7]([C:10]([O:12][C:13]([CH3:16])([CH3:15])[CH3:14])=[O:11])[CH2:8]1. Given the reactants C[Si](C)(C)[O:3][C:4]1[CH2:9][CH2:8][N:7]([C:10]([O:12][C:13]([CH3:16])([CH3:15])[CH3:14])=[O:11])[CH2:6][CH:5]=1.[Cl:19]N1C(=O)CCC1=O.C([O-])(=O)C.[Na+], predict the reaction product. (7) Given the reactants [F:1][C:2]1[CH:12]=[CH:11][CH:10]=[C:9]([F:13])[C:3]=1[C:4]([N:6]=[C:7]=[O:8])=[O:5].[Cl:14][C:15]1[CH:22]=[C:21]([S:23][CH:24]([F:26])[F:25])[CH:20]=[CH:19][C:16]=1[NH:17][CH3:18], predict the reaction product. The product is: [Cl:14][C:15]1[CH:22]=[C:21]([S:23][CH:24]([F:26])[F:25])[CH:20]=[CH:19][C:16]=1[N:17]([CH3:18])[C:7]([NH:6][C:4](=[O:5])[C:3]1[C:2]([F:1])=[CH:12][CH:11]=[CH:10][C:9]=1[F:13])=[O:8]. (8) Given the reactants [CH:1]([C:4]1[CH:9]=[CH:8][CH:7]=[C:6]([C:10]2[CH:15]=[CH:14][CH:13]=[CH:12][CH:11]=2)[C:5]=1[O:16]C)([CH3:3])[CH3:2].O, predict the reaction product. The product is: [CH:1]([C:4]1[CH:9]=[CH:8][CH:7]=[C:6]([C:10]2[CH:15]=[CH:14][CH:13]=[CH:12][CH:11]=2)[C:5]=1[OH:16])([CH3:3])[CH3:2]. (9) The product is: [CH3:1][O:2][C:3]1[CH:8]=[N:7][C:6]([C:9]2[CH:13]=[CH:12][N:11]([CH3:40])[N:10]=2)=[C:5]2[NH:14][CH:15]=[C:16]([C:17](=[O:37])[C:18]([N:20]3[CH2:25][CH2:24][N:23]([C:26]4[N:30]([C:31]5[CH:36]=[CH:35][CH:34]=[CH:33][N:32]=5)[N:29]=[N:28][N:27]=4)[CH2:22][CH2:21]3)=[O:19])[C:4]=12. Given the reactants [CH3:1][O:2][C:3]1[CH:8]=[N:7][C:6]([C:9]2[CH:13]=[CH:12][NH:11][N:10]=2)=[C:5]2[NH:14][CH:15]=[C:16]([C:17](=[O:37])[C:18]([N:20]3[CH2:25][CH2:24][N:23]([C:26]4[N:30]([C:31]5[CH:36]=[CH:35][CH:34]=[CH:33][N:32]=5)[N:29]=[N:28][N:27]=4)[CH2:22][CH2:21]3)=[O:19])[C:4]=12.[H-].[Na+].[CH3:40]I, predict the reaction product. (10) Given the reactants [CH:1]1([N:6]2[CH2:11][CH2:10][N:9]([C:12]([C:14]3[CH:15]=[C:16]4[C:20](=[CH:21][CH:22]=3)[NH:19][C:18]([C:23]([OH:25])=O)=[CH:17]4)=[O:13])[CH2:8][CH2:7]2)[CH2:5][CH2:4][CH2:3][CH2:2]1.Cl.F[B-](F)(F)F.N1([O:41][C:42](N(C)C)=[N+](C)C)C2C=CC=CC=2N=N1.C([N:52]([CH2:56][CH3:57])[CH:53]([CH3:55])C)(C)C, predict the reaction product. The product is: [CH:1]1([N:6]2[CH2:11][CH2:10][N:9]([C:12]([C:14]3[CH:15]=[C:16]4[C:20](=[CH:21][CH:22]=3)[NH:19][C:18]([C:23]([N:52]3[CH2:53][CH2:55][CH:42]([OH:41])[CH2:57][CH2:56]3)=[O:25])=[CH:17]4)=[O:13])[CH2:8][CH2:7]2)[CH2:5][CH2:4][CH2:3][CH2:2]1.